From a dataset of Catalyst prediction with 721,799 reactions and 888 catalyst types from USPTO. Predict which catalyst facilitates the given reaction. Reactant: [C:1]([C:4]1[CH:5]=[C:6]([CH:11]=[CH:12][C:13]=1[OH:14])[C:7]([O:9][CH3:10])=[O:8])(=[O:3])[CH3:2].[CH3:15][C:16]([CH3:18])=O.N1CCCC1. Product: [CH3:15][C:16]1([CH3:18])[CH2:2][C:1](=[O:3])[C:4]2[C:13](=[CH:12][CH:11]=[C:6]([C:7]([O:9][CH3:10])=[O:8])[CH:5]=2)[O:14]1. The catalyst class is: 260.